This data is from Catalyst prediction with 721,799 reactions and 888 catalyst types from USPTO. The task is: Predict which catalyst facilitates the given reaction. (1) Reactant: C[O:2][C:3](=[O:15])[C:4]1[CH:9]=[CH:8][N:7]=[C:6]([NH:10][C@H:11]([CH2:13][CH3:14])[CH3:12])[CH:5]=1.[OH-].[Na+].Cl. Product: [C@@H:11]([NH:10][C:6]1[CH:5]=[C:4]([CH:9]=[CH:8][N:7]=1)[C:3]([OH:15])=[O:2])([CH2:13][CH3:14])[CH3:12]. The catalyst class is: 5. (2) Reactant: [H-].[Na+].[F:3][C:4]([F:18])([F:17])[C:5]1[CH:10]=[CH:9][N:8]=[C:7]([C:11]2[NH:12][O:13][C:14](=[O:16])[N:15]=2)[CH:6]=1.[C:19](Cl)(=[O:24])[C:20]([CH3:23])([CH3:22])[CH3:21].[Cl-].[NH4+]. Product: [CH3:21][C:20]([CH3:23])([CH3:22])[C:19]([N:15]1[C:14](=[O:16])[O:13][N:12]=[C:11]1[C:7]1[CH:6]=[C:5]([C:4]([F:3])([F:17])[F:18])[CH:10]=[CH:9][N:8]=1)=[O:24]. The catalyst class is: 9.